Dataset: Reaction yield outcomes from USPTO patents with 853,638 reactions. Task: Predict the reaction yield, written as a fraction of the theoretical maximum amount of product (1.0 means a 100% yield; for example, 0.34 means a 34% yield). (1) The reactants are [O:1]([C:3]#[N:4])[K].Br[CH2:6][CH2:7][CH2:8][CH2:9][CH2:10][CH2:11][CH2:12][CH2:13][CH2:14][CH2:15][O:16][C:17](=[O:21])[C:18]([CH3:20])=[CH2:19].[CH2:22]([O:24][P:25]([CH2:30][CH:31]([CH2:41][OH:42])[CH2:32][P:33](=[O:40])([O:37][CH2:38][CH3:39])[O:34][CH2:35][CH3:36])(=[O:29])[O:26][CH2:27][CH3:28])[CH3:23]. The catalyst is [N+](CCCC)(CCCC)(CCCC)CCCC.[Br-].C(#N)C.ClCCl. The product is [CH2:35]([O:34][P:33]([CH2:32][CH:31]([CH2:41][O:42][C:3](=[O:1])[NH:4][CH2:6][CH2:7][CH2:8][CH2:9][CH2:10][CH2:11][CH2:12][CH2:13][CH2:14][CH2:15][O:16][C:17](=[O:21])[C:18]([CH3:20])=[CH2:19])[CH2:30][P:25](=[O:29])([O:26][CH2:27][CH3:28])[O:24][CH2:22][CH3:23])(=[O:40])[O:37][CH2:38][CH3:39])[CH3:36]. The yield is 0.900. (2) The reactants are CN(C)C1C=CC=CC=1.[Cl:10][C:11]1[C:19]2[C:18]([O:20][C:21]3[CH:26]=[C:25]([N+:27]([O-])=O)[CH:24]=[C:23]([F:30])[CH:22]=3)=[N:17][C:16]([NH:31][C:32]3[CH:37]=[CH:36][C:35]([N:38]4[CH2:43][CH2:42][N:41]([CH3:44])[CH2:40][CH2:39]4)=[CH:34][C:33]=3[O:45][CH3:46])=[N:15][C:14]=2[N:13]([CH2:47][O:48][CH2:49][CH2:50][Si:51]([CH3:54])([CH3:53])[CH3:52])[CH:12]=1. The catalyst is O=P(Cl)(Cl)Cl. The product is [NH2:27][C:25]1[CH:26]=[C:21]([CH:22]=[C:23]([F:30])[CH:24]=1)[O:20][C:18]1[C:19]2[C:11]([Cl:10])=[CH:12][N:13]([CH2:47][O:48][CH2:49][CH2:50][Si:51]([CH3:52])([CH3:53])[CH3:54])[C:14]=2[N:15]=[C:16]([NH:31][C:32]2[CH:37]=[CH:36][C:35]([N:38]3[CH2:39][CH2:40][N:41]([CH3:44])[CH2:42][CH2:43]3)=[CH:34][C:33]=2[O:45][CH3:46])[N:17]=1. The yield is 0.640.